From a dataset of Reaction yield outcomes from USPTO patents with 853,638 reactions. Predict the reaction yield, written as a fraction of the theoretical maximum amount of product (1.0 means a 100% yield; for example, 0.34 means a 34% yield). (1) The reactants are [S:1]1[CH:5]=[CH:4][CH:3]=[C:2]1[CH2:6][NH2:7].[CH3:8][C:9]([CH3:14])([CH3:13])[C:10](Cl)=[O:11].C(O)C(N)(CO)CO. The catalyst is C(Cl)Cl. The product is [CH3:8][C:9]([CH3:14])([CH3:13])[C:10]([NH:7][CH2:6][C:2]1[S:1][CH:5]=[CH:4][CH:3]=1)=[O:11]. The yield is 0.700. (2) The reactants are [CH:1]([O:4][C:5]1[CH:10]=[CH:9][C:8](B(O)O)=[CH:7][CH:6]=1)([CH3:3])[CH3:2].Br[C:15]1[C:20](=[O:21])[N:19]([CH2:22][C:23]2[CH:28]=[CH:27][C:26]([C:29]3[C:30]([C:35]#[N:36])=[CH:31][CH:32]=[CH:33][CH:34]=3)=[CH:25][CH:24]=2)[C:18]([CH2:37][CH2:38][CH3:39])=[N:17][C:16]=1[CH2:40][CH3:41]. The catalyst is O1CCOCC1.C(=O)([O-])[O-].[Cs+].[Cs+].C(OCC)(=O)C.C1C=CC(P(C2C=CC=CC=2)[C-]2C=CC=C2)=CC=1.C1C=CC(P(C2C=CC=CC=2)[C-]2C=CC=C2)=CC=1.Cl[Pd]Cl.[Fe+2]. The product is [CH2:40]([C:16]1[N:17]=[C:18]([CH2:37][CH2:38][CH3:39])[N:19]([CH2:22][C:23]2[CH:28]=[CH:27][C:26]([C:29]3[C:30]([C:35]#[N:36])=[CH:31][CH:32]=[CH:33][CH:34]=3)=[CH:25][CH:24]=2)[C:20](=[O:21])[C:15]=1[C:8]1[CH:9]=[CH:10][C:5]([O:4][CH:1]([CH3:3])[CH3:2])=[CH:6][CH:7]=1)[CH3:41]. The yield is 0.890. (3) No catalyst specified. The reactants are C(OC(=O)[NH:7][C:8]1([CH2:16][CH2:17][C:18]2[CH:23]=[CH:22][C:21]([S:24]([N:27]3[C:35]4[C:30](=[CH:31][CH:32]=[C:33]([O:36][CH3:37])[CH:34]=4)[C:29]([C:38](=[O:51])[C:39]4[CH:44]=[C:43]([O:45][CH3:46])[C:42]([O:47][CH3:48])=[C:41]([O:49][CH3:50])[CH:40]=4)=[CH:28]3)(=[O:26])=[O:25])=[CH:20][CH:19]=2)[CH2:13][O:12]C(C)(C)[O:10][CH2:9]1)(C)(C)C.C(OC(=O)NC1(CCC2C=CC(CCCN3C4C(=CC=CC=4)C(C(=O)C(F)(F)F)=C3)=CC=2)COC(C)(C)OC1)(C)(C)C. The product is [NH2:7][C:8]([CH2:9][OH:10])([CH2:13][OH:12])[CH2:16][CH2:17][C:18]1[CH:19]=[CH:20][C:21]([S:24]([N:27]2[C:35]3[C:30](=[CH:31][CH:32]=[C:33]([O:36][CH3:37])[CH:34]=3)[C:29]([C:38]([C:39]3[CH:44]=[C:43]([O:45][CH3:46])[C:42]([O:47][CH3:48])=[C:41]([O:49][CH3:50])[CH:40]=3)=[O:51])=[CH:28]2)(=[O:25])=[O:26])=[CH:22][CH:23]=1. The yield is 0.650. (4) The reactants are Cl[C:2]1[N:10]=[C:9]2[C:5]([N:6]=[CH:7][N:8]2[CH:11]2[CH2:16][CH2:15][N:14]([C:17]([O:19][C:20]([CH3:23])([CH3:22])[CH3:21])=[O:18])[CH2:13][CH2:12]2)=[C:4]([N:24]2[CH2:29][CH2:28][O:27][CH2:26][CH2:25]2)[N:3]=1.[OH:30][C:31]1[CH:32]=[C:33](B(O)O)[CH:34]=[CH:35][CH:36]=1.C(=O)([O-])[O-].[Na+].[Na+]. The catalyst is C1C=CC([P]([Pd]([P](C2C=CC=CC=2)(C2C=CC=CC=2)C2C=CC=CC=2)([P](C2C=CC=CC=2)(C2C=CC=CC=2)C2C=CC=CC=2)[P](C2C=CC=CC=2)(C2C=CC=CC=2)C2C=CC=CC=2)(C2C=CC=CC=2)C2C=CC=CC=2)=CC=1.CN(C=O)C. The product is [OH:30][C:31]1[CH:36]=[C:35]([C:2]2[N:10]=[C:9]3[C:5]([N:6]=[CH:7][N:8]3[CH:11]3[CH2:16][CH2:15][N:14]([C:17]([O:19][C:20]([CH3:23])([CH3:22])[CH3:21])=[O:18])[CH2:13][CH2:12]3)=[C:4]([N:24]3[CH2:29][CH2:28][O:27][CH2:26][CH2:25]3)[N:3]=2)[CH:34]=[CH:33][CH:32]=1. The yield is 0.0800. (5) The reactants are Cl[C:2]1[CH:3]=[C:4]([CH:9]=[CH:10][N:11]=1)[C:5]([O:7][CH3:8])=[O:6].[Br-].[F:13][C:14]1[CH:15]=[C:16]([CH:19]=[CH:20][C:21]=1[F:22])[CH2:17][Zn+]. The catalyst is C1COCC1.C1C=CC([P]([Pd]([P](C2C=CC=CC=2)(C2C=CC=CC=2)C2C=CC=CC=2)([P](C2C=CC=CC=2)(C2C=CC=CC=2)C2C=CC=CC=2)[P](C2C=CC=CC=2)(C2C=CC=CC=2)C2C=CC=CC=2)(C2C=CC=CC=2)C2C=CC=CC=2)=CC=1. The product is [F:13][C:14]1[CH:15]=[C:16]([CH:19]=[CH:20][C:21]=1[F:22])[CH2:17][C:2]1[CH:3]=[C:4]([CH:9]=[CH:10][N:11]=1)[C:5]([O:7][CH3:8])=[O:6]. The yield is 0.900.